Dataset: Reaction yield outcomes from USPTO patents with 853,638 reactions. Task: Predict the reaction yield, written as a fraction of the theoretical maximum amount of product (1.0 means a 100% yield; for example, 0.34 means a 34% yield). (1) The yield is 0.950. The reactants are Cl[C:2]1[N:7]=[C:6]([Cl:8])[N:5]=[C:4]([Cl:9])[N:3]=1.C([O-])([O-])=O.[K+].[K+].[CH3:16][C:17]1[CH:23]=[C:22]([CH3:24])[CH:21]=[C:20]([CH3:25])[C:18]=1[NH2:19]. The product is [Cl:9][C:4]1[N:5]=[C:6]([Cl:8])[N:7]=[C:2]([NH:19][C:18]2[C:20]([CH3:25])=[CH:21][C:22]([CH3:24])=[CH:23][C:17]=2[CH3:16])[N:3]=1. The catalyst is O1CCOCC1. (2) The reactants are [Cl-].[Li+].Br[CH2:4][C:5]1[CH:15]=[CH:14][C:8]([C:9]([O:11][CH2:12][CH3:13])=[O:10])=[CH:7][CH:6]=1.[F:16][C:17]([F:27])([F:26])[O:18][C:19]1[CH:20]=[C:21](Br)[CH:22]=[CH:23][CH:24]=1.CC(C1C=CC=C(C(C)C)C=1N1[C-]=[N+](C2C(C(C)C)=CC=CC=2C(C)C)CC1)C.[Cl-].[NH4+]. The catalyst is [Zn].CC(C1C=CC=C(C(C)C)C=1N1[CH-]N(C2C(C(C)C)=CC=CC=2C(C)C)CC1)C.C1C=NC=C(Cl)C=1.Cl[Pd]Cl.BrCCBr.C[Si](Cl)(C)C.C1COCC1. The product is [F:16][C:17]([F:26])([F:27])[O:18][C:19]1[CH:24]=[C:23]([CH:22]=[CH:21][CH:20]=1)[CH2:4][C:5]1[CH:15]=[CH:14][C:8]([C:9]([O:11][CH2:12][CH3:13])=[O:10])=[CH:7][CH:6]=1. The yield is 0.710. (3) The product is [Cl:7][C:8]1[C:17]([Cl:18])=[CH:16][CH:15]=[CH:14][C:9]=1[CH2:10][OH:11]. The yield is 0.880. The catalyst is C1COCC1. The reactants are [H-].[H-].[H-].[H-].[Li+].[Al+3].[Cl:7][C:8]1[C:17]([Cl:18])=[CH:16][CH:15]=[CH:14][C:9]=1[C:10](OC)=[O:11]. (4) The reactants are Cl[C:2]1[N:7]=[C:6]2[N:8]([CH3:11])[N:9]=[N:10][C:5]2=[CH:4][CH:3]=1.[Cl:12][C:13]1[CH:18]=[CH:17][C:16]([CH:19]2[C:26]3[C:25]([CH3:27])=[N:24][N:23]([CH:28]4[CH2:30][CH2:29]4)[C:22]=3[C:21](=[O:31])[NH:20]2)=[CH:15][CH:14]=1.CC1(C)C2C(=C(P(C3C=CC=CC=3)C3C=CC=CC=3)C=CC=2)OC2C(P(C3C=CC=CC=3)C3C=CC=CC=3)=CC=CC1=2.C([O-])([O-])=O.[Cs+].[Cs+]. The catalyst is O1CCOCC1.CCOC(C)=O.O.CCOCC.C1C=CC(/C=C/C(/C=C/C2C=CC=CC=2)=O)=CC=1.C1C=CC(/C=C/C(/C=C/C2C=CC=CC=2)=O)=CC=1.C1C=CC(/C=C/C(/C=C/C2C=CC=CC=2)=O)=CC=1.[Pd].[Pd]. The product is [Cl:12][C:13]1[CH:18]=[CH:17][C:16]([CH:19]2[C:26]3[C:25]([CH3:27])=[N:24][N:23]([CH:28]4[CH2:30][CH2:29]4)[C:22]=3[C:21](=[O:31])[N:20]2[C:2]2[N:7]=[C:6]3[N:8]([CH3:11])[N:9]=[N:10][C:5]3=[CH:4][CH:3]=2)=[CH:15][CH:14]=1. The yield is 0.680. (5) The reactants are [CH2:1]([N:8]1[CH2:13][CH2:12][P:11](=[O:18])(CC2CC2)[CH2:10][CH2:9]1)[C:2]1[CH:7]=[CH:6]C=CC=1.[ClH:19]. The catalyst is C(O)C. The product is [ClH:19].[CH:2]1([CH2:1][N:8]2[CH2:9][CH2:10][PH:11](=[O:18])[CH2:12][CH2:13]2)[CH2:7][CH2:6]1. The yield is 0.920.